Dataset: Full USPTO retrosynthesis dataset with 1.9M reactions from patents (1976-2016). Task: Predict the reactants needed to synthesize the given product. (1) Given the product [C:3]1([C:9]2([C:10]#[N:11])[CH2:15][CH2:14][CH2:13]2)[CH:8]=[CH:7][CH:6]=[CH:5][CH:4]=1, predict the reactants needed to synthesize it. The reactants are: [H-].[Na+].[C:3]1([CH2:9][C:10]#[N:11])[CH:8]=[CH:7][CH:6]=[CH:5][CH:4]=1.Br[CH2:13][CH2:14][CH2:15]Br.O.C1(C)C=CC=CC=1. (2) The reactants are: [Cl:1][C:2]1[CH:3]=[C:4]([NH:9]/[N:10]=[C:11](\[C:16](=[O:22])[CH2:17][C:18](OC)=[O:19])/[C:12]([O:14][CH3:15])=[O:13])[CH:5]=[CH:6][C:7]=1[Cl:8].O. Given the product [Cl:1][C:2]1[CH:3]=[C:4]([N:9]2[C:18](=[O:19])[CH:17]=[C:16]([OH:22])[C:11]([C:12]([O:14][CH3:15])=[O:13])=[N:10]2)[CH:5]=[CH:6][C:7]=1[Cl:8], predict the reactants needed to synthesize it. (3) Given the product [CH3:15][O:16][C:2]1[C:11]2[C:6](=[CH:7][CH:8]=[C:9]([N+:12]([O-:14])=[O:13])[CH:10]=2)[CH:5]=[CH:4][N:3]=1, predict the reactants needed to synthesize it. The reactants are: Cl[C:2]1[C:11]2[C:6](=[CH:7][CH:8]=[C:9]([N+:12]([O-:14])=[O:13])[CH:10]=2)[CH:5]=[CH:4][N:3]=1.[CH3:15][O-:16].[Na+]. (4) Given the product [CH3:17][CH:6]1[CH2:18][C:14]2[C:9](=[C:10]([CH3:16])[CH:11]=[C:12]([CH3:15])[CH:13]=2)[C:7]1=[O:8], predict the reactants needed to synthesize it. The reactants are: [Cl-].[Al+3].[Cl-].[Cl-].Cl[C:6]([CH3:18])([CH3:17])[C:7]([C:9]1[CH:14]=[CH:13][C:12]([CH3:15])=[CH:11][C:10]=1[CH3:16])=[O:8]. (5) The reactants are: [N:1]1[CH:6]=[CH:5][N:4]=[CH:3][C:2]=1[CH:7]=[O:8].C(N(CC)CC)C.[N+:16]([CH3:19])([O-:18])=[O:17]. Given the product [N+:16]([CH2:19][CH:7]([C:2]1[CH:3]=[N:4][CH:5]=[CH:6][N:1]=1)[OH:8])([O-:18])=[O:17], predict the reactants needed to synthesize it. (6) Given the product [Br:8][C:9]1[CH:15]=[CH:14][C:12]([N:13]2[C:4](=[O:5])[CH:3]=[CH:2][C:1]2=[O:7])=[CH:11][C:10]=1[Cl:16], predict the reactants needed to synthesize it. The reactants are: [C:1]1(=[O:7])O[C:4](=[O:5])[CH:3]=[CH:2]1.[Br:8][C:9]1[CH:15]=[CH:14][C:12]([NH2:13])=[CH:11][C:10]=1[Cl:16].